Task: Predict the reaction yield, written as a fraction of the theoretical maximum amount of product (1.0 means a 100% yield; for example, 0.34 means a 34% yield).. Dataset: Reaction yield outcomes from USPTO patents with 853,638 reactions (1) The reactants are C1(P(C2C=CC=CC=2)C2C=CC=CC=2)C=CC=CC=1.O[CH2:21][C:22]([CH2:45][CH3:46])=[CH:23][CH2:24][C:25]1[C:33]([O:34][CH2:35][CH2:36][Si:37]([CH3:40])([CH3:39])[CH3:38])=[C:32]2[C:28]([CH2:29][O:30][C:31]2=[O:41])=[C:27]([CH3:42])[C:26]=1[O:43][CH3:44].C(Br)(Br)(Br)[Br:48]. The catalyst is ClCCl. The product is [Br:48][CH2:21][C:22]([CH2:45][CH3:46])=[CH:23][CH2:24][C:25]1[C:33]([O:34][CH2:35][CH2:36][Si:37]([CH3:40])([CH3:39])[CH3:38])=[C:32]2[C:28]([CH2:29][O:30][C:31]2=[O:41])=[C:27]([CH3:42])[C:26]=1[O:43][CH3:44]. The yield is 0.770. (2) The reactants are [O:1]1[CH2:6][CH2:5][C:4](=[O:7])[CH2:3][CH2:2]1.[CH3:8][O:9][C:10](=O)[O:11]C.CC(C)([O-])C.[K+]. No catalyst specified. The product is [CH3:8][O:9][C:10]([CH:3]1[C:4](=[O:7])[CH2:5][CH2:6][O:1][CH2:2]1)=[O:11]. The yield is 0.263. (3) The reactants are [Cl-].O[NH3+:3].[C:4](=[O:7])([O-])[OH:5].[Na+].CS(C)=O.[CH2:13]([C:17]1[N:18]=[C:19]([CH3:47])[N:20]([C:39]2[CH:44]=[CH:43][CH:42]=[C:41]([O:45][CH3:46])[CH:40]=2)[C:21](=[O:38])[C:22]=1[CH2:23][C:24]1[CH:29]=[CH:28][C:27]([C:30]2[C:31]([C:36]#[N:37])=[CH:32][CH:33]=[CH:34][CH:35]=2)=[CH:26][CH:25]=1)[CH2:14][CH2:15][CH3:16]. The catalyst is O.C(OCC)(=O)C. The product is [CH2:13]([C:17]1[N:18]=[C:19]([CH3:47])[N:20]([C:39]2[CH:44]=[CH:43][CH:42]=[C:41]([O:45][CH3:46])[CH:40]=2)[C:21](=[O:38])[C:22]=1[CH2:23][C:24]1[CH:25]=[CH:26][C:27]([C:30]2[CH:35]=[CH:34][CH:33]=[CH:32][C:31]=2[C:36]2[NH:3][C:4](=[O:7])[O:5][N:37]=2)=[CH:28][CH:29]=1)[CH2:14][CH2:15][CH3:16]. The yield is 0.470. (4) The reactants are [Cl:1][C:2]1[C:3]([O:13][CH:14]([CH3:19])[C:15]([F:18])([F:17])[F:16])=[CH:4][CH:5]=[C:6]2[C:11]=1[C:10](=[O:12])[NH:9][CH2:8][CH2:7]2.[H-].[Na+].[CH2:22]([O:29][C:30]1[C:35]([CH2:36]Cl)=[C:34]([CH3:38])[CH:33]=[C:32]([CH3:39])[N:31]=1)[C:23]1[CH:28]=[CH:27][CH:26]=[CH:25][CH:24]=1.O. The catalyst is CN(C=O)C. The product is [CH2:22]([O:29][C:30]1[C:35]([CH2:36][N:9]2[CH2:8][CH2:7][C:6]3[C:11](=[C:2]([Cl:1])[C:3]([O:13][CH:14]([CH3:19])[C:15]([F:18])([F:16])[F:17])=[CH:4][CH:5]=3)[C:10]2=[O:12])=[C:34]([CH3:38])[CH:33]=[C:32]([CH3:39])[N:31]=1)[C:23]1[CH:28]=[CH:27][CH:26]=[CH:25][CH:24]=1. The yield is 0.800. (5) The catalyst is [Br-].C([N+](CCCC)(CCCC)CCCC)CCC.C1COCC1. The product is [O:1]=[C:2]1[CH:11]=[CH:10][C:9]2[C:4](=[CH:5][CH:6]=[CH:7][CH:8]=2)[N:3]1[CH2:15][CH2:16][C:17]([O:19][CH2:20][CH3:21])=[O:18]. The reactants are [OH:1][C:2]1[CH:11]=[CH:10][C:9]2[C:4](=[CH:5][CH:6]=[CH:7][CH:8]=2)[N:3]=1.[OH-].[K+].Cl[CH2:15][CH2:16][C:17]([O:19][CH2:20][CH3:21])=[O:18]. The yield is 0.810. (6) The reactants are [NH2:1][C:2]1[CH:7]=[CH:6][CH:5]=[CH:4][CH:3]=1.N1C(C)=CC=CC=1C.Br[CH2:17][CH2:18][O:19][CH2:20][C:21]1[CH:26]=[CH:25][CH:24]=[CH:23][CH:22]=1. The catalyst is CN(C=O)C.C(OCC)(=O)C. The product is [CH2:20]([O:19][CH2:18][CH2:17][NH:1][C:2]1[CH:7]=[CH:6][CH:5]=[CH:4][CH:3]=1)[C:21]1[CH:26]=[CH:25][CH:24]=[CH:23][CH:22]=1. The yield is 0.370. (7) The reactants are [CH2:1]([O:8][C:9]1[CH:24]=[C:23]([N:25]([CH2:41][C:42]2[CH:47]=[CH:46][C:45](C3C=CC(Br)=CC=3)=[CH:44][CH:43]=2)[C:26](=[O:40])[CH2:27][N:28]([CH3:39])[S:29](C2C=CC(C)=CC=2)(=[O:31])=[O:30])[CH:22]=[CH:21][C:10]=1[C:11]([O:13]CC1C=CC=CC=1)=[O:12])[C:2]1[CH:7]=[CH:6][CH:5]=[CH:4][CH:3]=1.[CH3:55][O:56][C:57]([C:59]1[CH:60]=[C:61](B(O)O)[CH:62]=[CH:63][CH:64]=1)=[O:58]. No catalyst specified. The product is [CH2:1]([O:8][C:9]1[CH:24]=[C:23]([N:25]([CH2:41][C:42]2[CH:43]=[C:44]([C:47]3[CH:42]=[CH:43][CH:44]=[CH:45][CH:46]=3)[C:45]([C:63]3[CH:62]=[CH:61][CH:60]=[C:59]([C:57]([O:56][CH3:55])=[O:58])[CH:64]=3)=[CH:46][CH:47]=2)[C:26](=[O:40])[CH2:27][N:28]([CH3:39])[S:29]([C:5]2[CH:4]=[CH:3][C:2]([CH3:1])=[CH:7][CH:6]=2)(=[O:31])=[O:30])[CH:22]=[CH:21][C:10]=1[C:11]([O:13][CH2:11][C:10]1[CH:21]=[CH:22][CH:23]=[CH:24][CH:9]=1)=[O:12])[C:2]1[CH:7]=[CH:6][CH:5]=[CH:4][CH:3]=1. The yield is 0.380.